Dataset: Full USPTO retrosynthesis dataset with 1.9M reactions from patents (1976-2016). Task: Predict the reactants needed to synthesize the given product. (1) Given the product [Br:47][C:43]1[CH:42]=[C:41]([CH:34]([C:35]2([OH:40])[CH2:39][CH2:38][CH2:37][CH2:36]2)[NH:33][C:8]([C:3]2[C:2]([Cl:1])=[CH:7][CH:6]=[CH:5][N:4]=2)=[O:10])[CH:46]=[CH:45][CH:44]=1, predict the reactants needed to synthesize it. The reactants are: [Cl:1][C:2]1[C:3]([C:8]([OH:10])=O)=[N:4][CH:5]=[CH:6][CH:7]=1.Cl.C(N=C=NCCCN(C)C)C.ON1C2C=CC=CC=2N=N1.[NH2:33][CH:34]([C:41]1[CH:46]=[CH:45][CH:44]=[C:43]([Br:47])[CH:42]=1)[C:35]1([OH:40])[CH2:39][CH2:38][CH2:37][CH2:36]1. (2) Given the product [Cl:39][C:36]1[CH:37]=[CH:38][C:33]([C@@H:14]2[C@:15]([C:25]3[CH:30]=[CH:29][C:28]([Cl:31])=[CH:27][C:26]=3[F:32])([C:23]#[N:24])[C@H:16]([CH2:18][C:19]([CH3:22])([CH3:21])[CH3:20])[CH2:17][N:13]2[C:11]([NH:10][C:7]2[CH:6]=[CH:5][C:4]([C:3]([OH:41])=[O:2])=[CH:9][CH:8]=2)=[O:12])=[C:34]([F:40])[CH:35]=1, predict the reactants needed to synthesize it. The reactants are: C[O:2][C:3](=[O:41])[C:4]1[CH:9]=[CH:8][C:7]([NH:10][C:11]([N:13]2[CH2:17][C@@H:16]([CH2:18][C:19]([CH3:22])([CH3:21])[CH3:20])[C@@:15]([C:25]3[CH:30]=[CH:29][C:28]([Cl:31])=[CH:27][C:26]=3[F:32])([C:23]#[N:24])[C@H:14]2[C:33]2[CH:38]=[CH:37][C:36]([Cl:39])=[CH:35][C:34]=2[F:40])=[O:12])=[CH:6][CH:5]=1.[Li+].[OH-]. (3) Given the product [CH3:1][O:2][C:3]1[CH:12]=[C:11]2[C:6]([CH:7]=[CH:8][CH:9]=[C:10]2[CH:13]=[O:16])=[CH:5][CH:4]=1, predict the reactants needed to synthesize it. The reactants are: [CH3:1][O:2][C:3]1[CH:12]=[C:11]2[C:6]([CH:7]=[CH:8][CH:9]=[C:10]2[CH:13]=C)=[CH:5][CH:4]=1.I([O-])(=O)(=O)=[O:16].[Na+].C(=O)([O-])O.[Na+]. (4) Given the product [Br:23][C:21]1[CH:22]=[C:17]([CH2:16][NH2:8])[CH:18]=[N:19][CH:20]=1, predict the reactants needed to synthesize it. The reactants are: C(OC([N:8]([CH2:16][C:17]1[CH:18]=[N:19][CH:20]=[C:21]([Br:23])[CH:22]=1)C(OC(C)(C)C)=O)=O)(C)(C)C.FC(F)(F)C(O)=O.ClCCl. (5) Given the product [Cl:12][C:11]1[CH:10]=[CH:9][CH:8]=[CH:7][C:6]=1[C@H:5]([N:13]1[CH2:14][CH2:15][C:16]2[S:21][CH:20]=[CH:19][C:17]=2[CH2:18]1)[C:3]([O:2][CH3:1])=[O:4].[CH:22]([S:30]([O-:33])(=[O:31])=[O:32])=[CH:23][C:24]1[CH:29]=[CH:28][CH:27]=[CH:26][CH:25]=1, predict the reactants needed to synthesize it. The reactants are: [CH3:1][O:2][C:3]([C@@H:5]([N:13]1[CH2:18][C:17]2[CH:19]=[CH:20][S:21][C:16]=2[CH2:15][CH2:14]1)[C:6]1[C:11]([Cl:12])=[CH:10][CH:9]=[CH:8][CH:7]=1)=[O:4].[CH:22]([S:30]([O-:33])(=[O:32])=[O:31])=[CH:23][C:24]1[CH:29]=[CH:28][CH:27]=[CH:26][CH:25]=1.C[O-].[Na+]. (6) Given the product [CH3:1][O:2][C:3](=[O:22])[CH2:4][C:5]1[CH:6]=[C:7]([O:14][C:15]2[CH:20]=[CH:19][CH:18]=[C:17]([C:33]3[CH:32]=[N:31][C:30]([O:29][CH3:28])=[CH:35][CH:34]=3)[CH:16]=2)[CH:8]=[C:9]([O:11][CH2:12][CH3:13])[CH:10]=1, predict the reactants needed to synthesize it. The reactants are: [CH3:1][O:2][C:3](=[O:22])[CH2:4][C:5]1[CH:10]=[C:9]([O:11][CH2:12][CH3:13])[CH:8]=[C:7]([O:14][C:15]2[CH:20]=[CH:19][CH:18]=[C:17](Br)[CH:16]=2)[CH:6]=1.O1CCCC1.[CH3:28][O:29][C:30]1[C:35](B(O)O)=[CH:34][CH:33]=[CH:32][N:31]=1.ClCCl.C(=O)([O-])[O-].[K+].[K+]. (7) Given the product [CH2:1]([O:8][C:9]1[CH:10]=[C:11]([CH2:16][CH:17]([NH:20][CH:21]=[O:22])[CH2:18][CH3:19])[CH:12]=[CH:13][C:14]=1[CH3:15])[C:2]1[CH:7]=[CH:6][CH:5]=[CH:4][CH:3]=1, predict the reactants needed to synthesize it. The reactants are: [CH2:1]([O:8][C:9]1[CH:10]=[C:11]([CH2:16][CH:17]([NH2:20])[CH2:18][CH3:19])[CH:12]=[CH:13][C:14]=1[CH3:15])[C:2]1[CH:7]=[CH:6][CH:5]=[CH:4][CH:3]=1.[CH:21](O)=[O:22]. (8) Given the product [NH:21]1[C:29]2[C:24](=[CH:25][CH:26]=[CH:27][CH:28]=2)[C:23]([CH2:30][C:31]([N:17]2[CH2:16][CH2:15][C:14]3[C:19](=[CH:20][C:11]([C:9]([NH:8][O:7][CH:2]4[CH2:3][CH2:4][CH2:5][CH2:6][O:1]4)=[O:10])=[CH:12][CH:13]=3)[CH2:18]2)=[O:32])=[CH:22]1, predict the reactants needed to synthesize it. The reactants are: [O:1]1[CH2:6][CH2:5][CH2:4][CH2:3][CH:2]1[O:7][NH:8][C:9]([C:11]1[CH:20]=[C:19]2[C:14]([CH2:15][CH2:16][NH:17][CH2:18]2)=[CH:13][CH:12]=1)=[O:10].[NH:21]1[C:29]2[C:24](=[CH:25][CH:26]=[CH:27][CH:28]=2)[C:23]([CH2:30][C:31](O)=[O:32])=[CH:22]1.C1C=CC2N(O)N=NC=2C=1.C(Cl)CCl. (9) Given the product [OH:29][C@:22]1([CH2:21][NH:20][C:11]([C:10]2[C:3]3[C:4](=[N:5][CH:6]=[CH:7][C:2]=3[Cl:1])[N:8]([CH2:14][CH:15]3[CH2:19][CH2:18][CH2:17][O:16]3)[CH:9]=2)=[O:13])[CH2:27][CH2:26][CH2:25][C@@H:24]([CH3:28])[CH2:23]1, predict the reactants needed to synthesize it. The reactants are: [Cl:1][C:2]1[CH:7]=[CH:6][N:5]=[C:4]2[N:8]([CH2:14][CH:15]3[CH2:19][CH2:18][CH2:17][O:16]3)[CH:9]=[C:10]([C:11]([OH:13])=O)[C:3]=12.[NH2:20][CH2:21][C@@:22]1([OH:29])[CH2:27][CH2:26][CH2:25][C@@H:24]([CH3:28])[CH2:23]1.N1(O)C2C=CC=CC=2N=N1.Cl.CN(C)CCCN=C=NCC.